The task is: Regression. Given two drug SMILES strings and cell line genomic features, predict the synergy score measuring deviation from expected non-interaction effect.. This data is from NCI-60 drug combinations with 297,098 pairs across 59 cell lines. (1) Drug 1: CNC(=O)C1=NC=CC(=C1)OC2=CC=C(C=C2)NC(=O)NC3=CC(=C(C=C3)Cl)C(F)(F)F. Drug 2: C1=NC2=C(N1)C(=S)N=CN2. Cell line: A498. Synergy scores: CSS=3.22, Synergy_ZIP=-3.00, Synergy_Bliss=-1.12, Synergy_Loewe=-19.0, Synergy_HSA=-5.02. (2) Drug 1: C1C(C(OC1N2C=NC3=C(N=C(N=C32)Cl)N)CO)O. Drug 2: C1=CC=C(C=C1)NC(=O)CCCCCCC(=O)NO. Cell line: ACHN. Synergy scores: CSS=37.6, Synergy_ZIP=-1.36, Synergy_Bliss=4.99, Synergy_Loewe=-12.1, Synergy_HSA=3.74.